Task: Predict the product of the given reaction.. Dataset: Forward reaction prediction with 1.9M reactions from USPTO patents (1976-2016) (1) Given the reactants [OH:1][C:2]1[CH:3]=[C:4]([C:8]2[CH:9]=[CH:10][C:11]3[N:17]4[CH2:18][C@H:14]([CH2:15][CH2:16]4)[N:13]([C:19]([NH:21][C:22]4[CH:27]=[CH:26][CH:25]=[CH:24][N:23]=4)=[O:20])[C:12]=3[N:28]=2)[CH:5]=[CH:6][CH:7]=1.[H-].[Na+].Cl[CH2:32][C@@H:33]1[CH2:37][O:36]C(C)(C)[O:34]1, predict the reaction product. The product is: [OH:34][C@@H:33]([CH2:37][OH:36])[CH2:32][O:1][C:2]1[CH:3]=[C:4]([C:8]2[CH:9]=[CH:10][C:11]3[N:17]4[CH2:18][C@H:14]([CH2:15][CH2:16]4)[N:13]([C:19]([NH:21][C:22]4[CH:27]=[CH:26][CH:25]=[CH:24][N:23]=4)=[O:20])[C:12]=3[N:28]=2)[CH:5]=[CH:6][CH:7]=1. (2) Given the reactants [CH:1]([C:4]1[CH:12]=[C:11]2[C:7]([C:8]([CH3:14])=[CH:9][N:10]2[CH3:13])=[CH:6][C:5]=1[O:15][CH2:16][C:17]#[N:18])([CH3:3])[CH3:2].[H-].[Na+].CI, predict the reaction product. The product is: [CH:1]([C:4]1[CH:12]=[C:11]2[C:7]([C:8]([CH3:14])=[CH:9][N:10]2[CH3:13])=[CH:6][C:5]=1[O:15][C:16](=[CH:4][CH2:5][O:15][CH3:16])[C:17]#[N:18])([CH3:3])[CH3:2]. (3) Given the reactants [F:1][C:2]1[CH:7]=[CH:6][C:5]([F:8])=[CH:4][C:3]=1[CH:9]([S:20]([C:23]1[CH:28]=[CH:27][C:26]([O:29][CH2:30][CH3:31])=[CH:25][CH:24]=1)(=[O:22])=[O:21])[C:10]1[C:11]([CH3:19])=[CH:12][C:13]([C:16]([OH:18])=O)=[N:14][CH:15]=1.[NH2:32][CH2:33][CH2:34][OH:35].ON1C2C=CC=CC=2N=N1.CN1CCOCC1.Cl.C(N=C=NCCCN(C)C)C, predict the reaction product. The product is: [F:1][C:2]1[CH:7]=[CH:6][C:5]([F:8])=[CH:4][C:3]=1[CH:9]([S:20]([C:23]1[CH:24]=[CH:25][C:26]([O:29][CH2:30][CH3:31])=[CH:27][CH:28]=1)(=[O:21])=[O:22])[C:10]1[C:11]([CH3:19])=[CH:12][C:13]([C:16]([NH:32][CH2:33][CH2:34][OH:35])=[O:18])=[N:14][CH:15]=1.